Task: Predict which catalyst facilitates the given reaction.. Dataset: Catalyst prediction with 721,799 reactions and 888 catalyst types from USPTO (1) Reactant: [NH2:1][C:2]1[C:11]2[N:12]=[C:13]([CH2:39][CH2:40][O:41][CH3:42])[N:14]([CH2:15][CH2:16][CH2:17][N:18]([CH2:27][C:28]3[CH:29]=[C:30]([CH:36]=[CH:37][CH:38]=3)[O:31][CH2:32][C:33]([OH:35])=[O:34])[C:19](=[O:26])[CH2:20][N:21]([CH2:24][CH3:25])[CH2:22][CH3:23])[C:10]=2[C:9]2[CH:8]=[CH:7][CH:6]=[CH:5][C:4]=2[N:3]=1. Product: [NH2:1][C:2]1[C:11]2[N:12]=[C:13]([CH2:39][CH2:40][O:41][CH3:42])[N:14]([CH2:15][CH2:16][CH2:17][N:18]([CH2:27][C:28]3[CH:29]=[C:30]([CH:36]=[CH:37][CH:38]=3)[O:31][CH2:32][C:33]([O:35][CH2:29][CH2:30][O:31][CH3:32])=[O:34])[C:19](=[O:26])[CH2:20][N:21]([CH2:24][CH3:25])[CH2:22][CH3:23])[C:10]=2[C:9]2[CH:8]=[CH:7][CH:6]=[CH:5][C:4]=2[N:3]=1. The catalyst class is: 141. (2) Reactant: [Cl:1][C:2]1[CH:3]=[C:4]2[C:9](=[CH:10][CH:11]=1)[CH:8]=[C:7]([SH:12])[CH:6]=[CH:5]2.[H-].[Na+].[CH3:15][O:16][C:17](=[O:39])[C@@H:18]([CH2:27]OS(C1C=CC(C)=CC=1)(=O)=O)[NH:19][C:20]([O:22][C:23]([CH3:26])([CH3:25])[CH3:24])=[O:21].O. Product: [C:23]([O:22][C:20]([NH:19][C@H:18]([CH2:27][S:12][C:7]1[CH:6]=[CH:5][C:4]2[C:9](=[CH:10][CH:11]=[C:2]([Cl:1])[CH:3]=2)[CH:8]=1)[C:17]([O:16][CH3:15])=[O:39])=[O:21])([CH3:26])([CH3:25])[CH3:24]. The catalyst class is: 3.